Dataset: Forward reaction prediction with 1.9M reactions from USPTO patents (1976-2016). Task: Predict the product of the given reaction. (1) Given the reactants [CH3:1][O:2][C:3]1[CH:8]=[CH:7][C:6]([C:9]2([C:12]([OH:14])=[O:13])[CH2:11][CH2:10]2)=[CH:5][CH:4]=1.O.[C:16]1(C)C=CC(S(O)(=O)=O)=CC=1, predict the reaction product. The product is: [CH3:16][O:13][C:12]([C:9]1([C:6]2[CH:5]=[CH:4][C:3]([O:2][CH3:1])=[CH:8][CH:7]=2)[CH2:10][CH2:11]1)=[O:14]. (2) Given the reactants Cl[C:2]1[NH:3][C:4](=[O:16])[C:5]2[CH:10]=[N:9][N:8]([CH:11]3[CH2:15][CH2:14][CH2:13][CH2:12]3)[C:6]=2[N:7]=1.[NH2:17][CH:18]([C:22]1[CH:27]=[CH:26][C:25]([O:28][CH3:29])=[CH:24][CH:23]=1)[CH2:19][CH2:20][OH:21].CCN(C(C)C)C(C)C, predict the reaction product. The product is: [CH:11]1([N:8]2[C:6]3[N:7]=[C:2]([NH:17][CH:18]([C:22]4[CH:23]=[CH:24][C:25]([O:28][CH3:29])=[CH:26][CH:27]=4)[CH2:19][CH2:20][OH:21])[NH:3][C:4](=[O:16])[C:5]=3[CH:10]=[N:9]2)[CH2:15][CH2:14][CH2:13][CH2:12]1. (3) Given the reactants Br[C:2]1[C:15]2[C:16]3=[C:17]4[C:12](=[CH:13][CH:14]=2)[CH:11]=[CH:10][C:9](Br)=[C:8]4[CH:7]=[CH:6][C:5]3=[CH:4][CH:3]=1.[CH2:19]1[CH2:23]O[CH2:21][CH2:20]1.[CH2:24]([Li])[CH2:25][CH2:26][CH3:27].Br[CH2:30][CH2:31][CH2:32][CH2:33][CH2:34][CH2:35][CH2:36][CH2:37][CH2:38][CH2:39][CH2:40][CH2:41][CH2:42][CH2:43][CH2:44][CH2:45][CH2:46][CH3:47], predict the reaction product. The product is: [CH2:24]([C:2]1[C:15]2[C:16]3=[C:17]4[C:12](=[CH:13][CH:14]=2)[CH:11]=[CH:10][C:9]([CH2:30][CH2:31][CH2:32][CH2:33][CH2:34][CH2:35][CH2:36][CH2:37][CH2:38][CH2:39][CH2:40][CH2:41][CH2:42][CH2:43][CH2:44][CH2:45][CH2:46][CH3:47])=[C:8]4[CH:7]=[CH:6][C:5]3=[CH:4][CH:3]=1)[CH2:25][CH2:26][CH2:27][CH2:21][CH2:20][CH2:19][CH2:23][CH2:14][CH2:15][CH2:2][CH2:3][CH2:4][CH2:5][CH2:6][CH2:7][CH2:8][CH3:9]. (4) Given the reactants [CH:1]1([CH:6]=[C:7]([C:19]2[CH:24]=[CH:23][C:22]([C:25]([OH:28])([CH3:27])[CH3:26])=[CH:21][CH:20]=2)[C:8]2[NH:18][C:11]3=[N:12][CH:13]=[C:14]([O:16][CH3:17])[CH:15]=[C:10]3[CH:9]=2)[CH2:5][CH2:4][CH2:3][CH2:2]1, predict the reaction product. The product is: [CH:1]1([CH2:6][CH:7]([C:19]2[CH:24]=[CH:23][C:22]([C:25]([OH:28])([CH3:26])[CH3:27])=[CH:21][CH:20]=2)[C:8]2[NH:18][C:11]3=[N:12][CH:13]=[C:14]([O:16][CH3:17])[CH:15]=[C:10]3[CH:9]=2)[CH2:2][CH2:3][CH2:4][CH2:5]1. (5) Given the reactants B(Br)(Br)Br.[CH2:5]([NH:7][C:8](=[O:10])[O-:9])[CH3:6].C[O:12][C:13]1[C:14]([Cl:26])=[CH:15][C:16]2[CH:17]([CH3:25])[CH:18]3[CH2:22][NH:21][CH2:20][CH:19]3[C:23]=2[CH:24]=1, predict the reaction product. The product is: [CH2:5]([NH:7][C:8](=[O:9])[O-:10])[CH3:6].[OH:12][C:13]1[C:14]([Cl:26])=[CH:15][C:16]2[CH:17]([CH3:25])[CH:18]3[CH2:22][NH:21][CH2:20][CH:19]3[C:23]=2[CH:24]=1. (6) Given the reactants [CH2:1]([O:5][C:6]1([C:17]2[CH:22]=[CH:21][CH:20]=[CH:19][C:18]=2[CH3:23])[CH2:9][N:8](C(OC(C)(C)C)=O)[CH2:7]1)[C:2]#[C:3][CH3:4].[ClH:24], predict the reaction product. The product is: [ClH:24].[CH2:1]([O:5][C:6]1([C:17]2[CH:22]=[CH:21][CH:20]=[CH:19][C:18]=2[CH3:23])[CH2:7][NH:8][CH2:9]1)[C:2]#[C:3][CH3:4]. (7) Given the reactants [F:1][C:2]([F:13])([F:12])[C:3]1[CH:8]=[CH:7][C:6](B(O)O)=[CH:5][CH:4]=1.[NH:14]1[CH2:18][CH2:17][CH2:16][C@@H:15]1[C:19]([O:21][C:22]([CH3:25])([CH3:24])[CH3:23])=[O:20].C(N(CC)CC)C, predict the reaction product. The product is: [F:1][C:2]([F:13])([F:12])[C:3]1[CH:8]=[CH:7][C:6]([N:14]2[CH2:18][CH2:17][CH2:16][C@@H:15]2[C:19]([O:21][C:22]([CH3:25])([CH3:24])[CH3:23])=[O:20])=[CH:5][CH:4]=1. (8) Given the reactants Cl[C:2]1[CH:3]=[C:4]([OH:10])[CH:5]=[C:6]([O:8][CH3:9])[CH:7]=1.C1(P(C2CCCCC2)C2CCCCC2)CCCCC1.C([O-])(=O)C.[K+].[CH3:35][C:36]1([CH3:52])[C:40]([CH3:42])([CH3:41])[O:39][B:38]([B:38]2[O:39][C:40]([CH3:42])([CH3:41])[C:36]([CH3:52])([CH3:35])[O:37]2)[O:37]1, predict the reaction product. The product is: [CH3:9][O:8][C:6]1[CH:5]=[C:4]([OH:10])[CH:3]=[C:2]([B:38]2[O:39][C:40]([CH3:42])([CH3:41])[C:36]([CH3:52])([CH3:35])[O:37]2)[CH:7]=1. (9) Given the reactants [Cl:1][C:2]1[CH:7]=[CH:6][C:5]([C:8]2[C:13]([O:14][CH2:15][C:16]([F:19])([F:18])[F:17])=[CH:12][N:11]=[C:10]([C:20](O)=[O:21])[CH:9]=2)=[CH:4][CH:3]=1.[CH3:23][CH:24]([C:26]1[O:30][N:29]=[C:28]([CH2:31][NH2:32])[N:27]=1)[CH3:25], predict the reaction product. The product is: [Cl:1][C:2]1[CH:3]=[CH:4][C:5]([C:8]2[C:13]([O:14][CH2:15][C:16]([F:18])([F:17])[F:19])=[CH:12][N:11]=[C:10]([C:20]([NH:32][CH2:31][C:28]3[N:27]=[C:26]([CH:24]([CH3:25])[CH3:23])[O:30][N:29]=3)=[O:21])[CH:9]=2)=[CH:6][CH:7]=1.